From a dataset of NCI-60 drug combinations with 297,098 pairs across 59 cell lines. Regression. Given two drug SMILES strings and cell line genomic features, predict the synergy score measuring deviation from expected non-interaction effect. Drug 1: C(=O)(N)NO. Drug 2: CCC1(C2=C(COC1=O)C(=O)N3CC4=CC5=C(C=CC(=C5CN(C)C)O)N=C4C3=C2)O.Cl. Cell line: SK-OV-3. Synergy scores: CSS=24.6, Synergy_ZIP=-0.685, Synergy_Bliss=1.59, Synergy_Loewe=-26.9, Synergy_HSA=1.60.